From a dataset of Forward reaction prediction with 1.9M reactions from USPTO patents (1976-2016). Predict the product of the given reaction. (1) Given the reactants [NH2:1][C:2]1[CH:3]=[CH:4][C:5]2[C:11]([CH3:13])([CH3:12])[CH2:10][CH2:9][C:8](=[O:14])[N:7]([CH2:15][CH3:16])[C:6]=2[CH:17]=1.Cl[C:19]1[N:24]=[C:23]([NH:25][C:26]2[CH:31]=[CH:30][C:29]([N:32]3[CH2:37][CH2:36][O:35][CH2:34][CH2:33]3)=[CH:28][C:27]=2[S:38]([N:41]([CH3:43])[CH3:42])(=[O:40])=[O:39])[C:22]([Cl:44])=[CH:21][N:20]=1, predict the reaction product. The product is: [Cl:44][C:22]1[C:23]([NH:25][C:26]2[CH:31]=[CH:30][C:29]([N:32]3[CH2:37][CH2:36][O:35][CH2:34][CH2:33]3)=[CH:28][C:27]=2[S:38]([N:41]([CH3:43])[CH3:42])(=[O:39])=[O:40])=[N:24][C:19]([NH:1][C:2]2[CH:3]=[CH:4][C:5]3[C:11]([CH3:12])([CH3:13])[CH2:10][CH2:9][C:8](=[O:14])[N:7]([CH2:15][CH3:16])[C:6]=3[CH:17]=2)=[N:20][CH:21]=1. (2) The product is: [Cl:30][C:31]1[CH:36]=[CH:35][C:34]([NH:37][C:23]([NH:22][C:19]2[CH:20]=[CH:21][C:16]([O:15][C:14]3[C:7]4[NH:6][C:5](=[O:4])[CH:10]=[N:9][C:8]=4[N:11]=[CH:12][CH:13]=3)=[CH:17][CH:18]=2)=[O:29])=[CH:33][C:32]=1[C:40]([F:41])([F:42])[F:43]. Given the reactants [N-]=C=O.[O:4]=[C:5]1[CH:10]=[N:9][C:8]2[N:11]=[CH:12][CH:13]=[C:14]([O:15][C:16]3[CH:21]=[CH:20][C:19]([NH:22][C:23](=[O:29])OC(C)(C)C)=[CH:18][CH:17]=3)[C:7]=2[NH:6]1.[Cl:30][C:31]1[CH:36]=[CH:35][C:34]([N:37]=C=O)=[CH:33][C:32]=1[C:40]([F:43])([F:42])[F:41], predict the reaction product. (3) Given the reactants [CH3:1][NH:2][CH2:3][C:4]1[S:8][C:7]2[CH:9]=[CH:10][CH:11]=[CH:12][C:6]=2[C:5]=1[CH3:13].CNCC1C=CC2C(=CC=CC=2)C=1CCC.[ClH:30].[N:31]1([CH2:37][CH2:38][CH2:39][N:40]2[CH2:46][C:45]3[CH:47]=[C:48](/[CH:51]=[CH:52]/[C:53](O)=[O:54])[CH:49]=[N:50][C:44]=3[NH:43][C:42](=[O:56])[CH2:41]2)[CH2:36][CH2:35][O:34][CH2:33][CH2:32]1.Cl.CN1CC2C=C(/C=C/C(O)=O)C=NC=2NC(=O)C1, predict the reaction product. The product is: [ClH:30].[CH3:1][N:2]([CH2:3][C:4]1[S:8][C:7]2[CH:9]=[CH:10][CH:11]=[CH:12][C:6]=2[C:5]=1[CH3:13])[C:53](=[O:54])/[CH:52]=[CH:51]/[C:48]1[CH:49]=[N:50][C:44]2[NH:43][C:42](=[O:56])[CH2:41][N:40]([CH2:39][CH2:38][CH2:37][N:31]3[CH2:32][CH2:33][O:34][CH2:35][CH2:36]3)[CH2:46][C:45]=2[CH:47]=1. (4) Given the reactants [CH3:1][C:2]1([CH3:18])[O:7][C:6]2[CH:8]=[CH:9][C:10]([C@H:12]3[O:16][C:15](=[O:17])[NH:14][CH2:13]3)=[CH:11][C:5]=2[CH2:4][O:3]1.[H-].[Na+].[C:21]([O:24][CH2:25][CH2:26][O:27][C:28]1[CH:33]=[CH:32][C:31]([CH2:34][CH2:35]Br)=[CH:30][CH:29]=1)(=[O:23])[CH3:22], predict the reaction product. The product is: [C:21]([O:24][CH2:25][CH2:26][O:27][C:28]1[CH:29]=[CH:30][C:31]([CH2:34][CH2:35][N:14]2[CH2:13][C@@H:12]([C:10]3[CH:9]=[CH:8][C:6]4[O:7][C:2]([CH3:18])([CH3:1])[O:3][CH2:4][C:5]=4[CH:11]=3)[O:16][C:15]2=[O:17])=[CH:32][CH:33]=1)(=[O:23])[CH3:22].